This data is from Catalyst prediction with 721,799 reactions and 888 catalyst types from USPTO. The task is: Predict which catalyst facilitates the given reaction. (1) Product: [CH3:9][O:8][C:5]1[CH:6]=[CH:7][C:2]2[CH:19]=[C:20]([CH3:21])[O:10][C:3]=2[CH:4]=1. The catalyst class is: 3. Reactant: I[C:2]1[CH:7]=[CH:6][C:5]([O:8][CH3:9])=[CH:4][C:3]=1[OH:10].CN(C)C(N(C)C)=N.[CH:19]#[C:20][CH3:21].[Na+].[Cl-]. (2) Reactant: [CH:1](NC(C)C)(C)[CH3:2].C([Li])CCC.[CH2:13]([CH:15]1[CH2:19][CH:18]([CH3:20])[N:17]([CH2:21][C:22]2[CH:27]=[CH:26][C:25]([O:28][CH3:29])=[CH:24][CH:23]=2)[C:16]1=[O:30])[CH3:14].ICC.[Cl-].[NH4+]. Product: [CH2:13]([C:15]1([CH2:1][CH3:2])[CH2:19][CH:18]([CH3:20])[N:17]([CH2:21][C:22]2[CH:23]=[CH:24][C:25]([O:28][CH3:29])=[CH:26][CH:27]=2)[C:16]1=[O:30])[CH3:14]. The catalyst class is: 7. (3) Reactant: [Mn]([O-])(=O)(=O)=[O:2].[K+].[CH3:7][O:8][C:9]1[C:10]([N+:19]([O-:21])=[O:20])=[C:11]([CH:14]=[CH:15][C:16]=1[O:17][CH3:18])[CH:12]=[O:13]. Product: [CH3:7][O:8][C:9]1[C:10]([N+:19]([O-:21])=[O:20])=[C:11]([CH:14]=[CH:15][C:16]=1[O:17][CH3:18])[C:12]([OH:2])=[O:13]. The catalyst class is: 15. (4) Reactant: C(OC(=O)[NH:7][CH:8]1[CH2:12][CH2:11][N:10]([CH:13]([CH3:15])[CH3:14])[CH2:9]1)(C)(C)C.FC(F)(F)C(O)=O. Product: [CH:13]([N:10]1[CH2:11][CH2:12][CH:8]([NH2:7])[CH2:9]1)([CH3:15])[CH3:14]. The catalyst class is: 4. (5) Reactant: C(NC(C)C)(C)C.C([Li])CCC.C(N([Li])C(C)C)(C)C.[CH3:21][CH:22]1[CH2:27][CH2:26][C:25](=[O:28])[CH2:24][CH2:23]1.[CH3:29][Si:30](Cl)([CH3:32])[CH3:31].C(=O)(O)[O-].[Na+]. Product: [CH3:21][CH:22]1[CH2:27][CH2:26][C:25]([O:28][Si:30]([CH3:32])([CH3:31])[CH3:29])=[CH:24][CH2:23]1. The catalyst class is: 1. (6) Reactant: C([O:4][C:5]1[C:10]2[CH:11]=[CH:12][O:13][C:9]=2[CH:8]=[C:7]([C:14]([O:16][CH2:17][CH3:18])=[O:15])[CH:6]=1)(=O)C.C(=O)([O-])[O-].[K+].[K+].Cl. Product: [OH:4][C:5]1[C:10]2[CH:11]=[CH:12][O:13][C:9]=2[CH:8]=[C:7]([C:14]([O:16][CH2:17][CH3:18])=[O:15])[CH:6]=1. The catalyst class is: 8. (7) Reactant: C([O-])=O.[NH4+].[C:5]([O:9][C:10]([N:12]([C:20]1[S:29][CH2:28][C@H:27]2[C@:22]([C:30]3[S:31][CH:32]=[C:33]([N:35]=[N+]=[N-])[CH:34]=3)([CH2:23][O:24][CH2:25][CH2:26]2)[N:21]=1)[C:13]([O:15][C:16]([CH3:19])([CH3:18])[CH3:17])=[O:14])=[O:11])([CH3:8])([CH3:7])[CH3:6]. Product: [C:5]([O:9][C:10]([N:12]([C:20]1[S:29][CH2:28][C@H:27]2[C@@:22]([C:30]3[S:31][CH:32]=[C:33]([NH2:35])[CH:34]=3)([CH2:23][O:24][CH2:25][CH2:26]2)[N:21]=1)[C:13]([O:15][C:16]([CH3:19])([CH3:18])[CH3:17])=[O:14])=[O:11])([CH3:6])([CH3:7])[CH3:8]. The catalyst class is: 284. (8) Reactant: [Cl:1][C:2]1[CH:7]=[CH:6][C:5]([CH:8]2[CH2:13][C:12](=[O:14])[NH:11][C:10]([CH3:15])=[C:9]2[C:16]([O:18]C)=[O:17])=[CH:4][CH:3]=1.C1COCC1.[OH-].[Na+]. Product: [Cl:1][C:2]1[CH:3]=[CH:4][C:5]([CH:8]2[CH2:13][C:12](=[O:14])[NH:11][C:10]([CH3:15])=[C:9]2[C:16]([OH:18])=[O:17])=[CH:6][CH:7]=1. The catalyst class is: 24.